Dataset: Full USPTO retrosynthesis dataset with 1.9M reactions from patents (1976-2016). Task: Predict the reactants needed to synthesize the given product. (1) The reactants are: O.O.O.C([O-])(=O)C.[Na+].[C:9]([C:12]1[NH:16][C:15]([C:17]#[N:18])=[CH:14][CH:13]=1)(=O)[CH3:10].Cl.[NH2:20][NH:21][C:22]([NH2:24])=[O:23]. Given the product [C:17]([C:15]1[NH:16][C:12]([C:9](=[N:20][NH:21][C:22]([NH2:24])=[O:23])[CH3:10])=[CH:13][CH:14]=1)#[N:18], predict the reactants needed to synthesize it. (2) Given the product [CH:1]([N:4]1[CH:8]=[N:7][N:6]=[C:5]1[C:9]1[S:10][C:11]2[CH2:12][CH2:13][O:14][C:15]3[CH:22]=[C:21]([CH:23]=[O:24])[CH:20]=[CH:19][C:16]=3[C:17]=2[N:18]=1)([CH3:3])[CH3:2], predict the reactants needed to synthesize it. The reactants are: [CH:1]([N:4]1[CH:8]=[N:7][N:6]=[C:5]1[C:9]1[S:10][C:11]2[CH2:12][CH2:13][O:14][C:15]3[CH:22]=[C:21]([CH2:23][OH:24])[CH:20]=[CH:19][C:16]=3[C:17]=2[N:18]=1)([CH3:3])[CH3:2].CC(OI1(OC(C)=O)(OC(C)=O)OC(=O)C2C=CC=CC1=2)=O. (3) Given the product [Br:15][C:16]1[CH:17]=[C:18]([O:25][CH3:26])[CH:19]=[C:20]2[C:24]=1[N:23]([C:2]1[C:3](=[O:13])[N:4]([CH2:9][CH2:10][S:11][CH3:12])[CH:5]=[C:6]([Cl:8])[N:7]=1)[CH2:22][CH2:21]2, predict the reactants needed to synthesize it. The reactants are: Cl[C:2]1[C:3](=[O:13])[N:4]([CH2:9][CH2:10][S:11][CH3:12])[CH:5]=[C:6]([Cl:8])[N:7]=1.Cl.[Br:15][C:16]1[CH:17]=[C:18]([O:25][CH3:26])[CH:19]=[C:20]2[C:24]=1[NH:23][CH2:22][CH2:21]2. (4) Given the product [F:23][C:24]1([F:31])[CH2:29][CH2:28][CH:27]([NH:30][C:11]2[N:10]=[C:9]([NH:8][C@@H:4]3[CH2:5][CH2:6][CH2:7][C@H:2]([OH:1])[CH2:3]3)[C:14]([C:15]([NH2:17])=[O:16])=[CH:13][N:12]=2)[CH2:26][CH2:25]1, predict the reactants needed to synthesize it. The reactants are: [OH:1][C@H:2]1[CH2:7][CH2:6][CH2:5][C@@H:4]([NH:8][C:9]2[C:14]([C:15]([NH2:17])=[O:16])=[CH:13][N:12]=[C:11](S(C)(=O)=O)[N:10]=2)[CH2:3]1.Cl.[F:23][C:24]1([F:31])[CH2:29][CH2:28][CH:27]([NH2:30])[CH2:26][CH2:25]1.CCN(C(C)C)C(C)C. (5) Given the product [CH3:1][NH:2][C:3]([C:5]1[N:6]([CH3:26])[N:7]=[C:8]2[C:13]=1[CH:12]=[C:11]([O:14][C:15]1[C:16]([Br:25])=[CH:17][C:18]([NH2:22])=[CH:19][C:20]=1[Br:21])[CH:10]=[CH:9]2)=[O:4], predict the reactants needed to synthesize it. The reactants are: [CH3:1][NH:2][C:3]([C:5]1[N:6]([CH3:26])[N:7]=[C:8]2[C:13]=1[CH:12]=[C:11]([O:14][C:15]1[C:20]([Br:21])=[CH:19][C:18]([N+:22]([O-])=O)=[CH:17][C:16]=1[Br:25])[CH:10]=[CH:9]2)=[O:4].[Sn](Cl)Cl. (6) The reactants are: [C:1]1([CH3:11])[C:2]([C:7]([O:9][CH3:10])=[O:8])=[CH:3][CH:4]=[CH:5][CH:6]=1.C[C:13]([CH2:18][CH2:19][CH3:20])([CH2:16][OH:17])[CH2:14]O.[CH3:21][O-:22].[K+]. Given the product [C:1]1([CH3:11])[C:2]([C:7]([O:9][CH2:10][C:13]([CH3:14])([CH2:18][CH2:19][CH3:20])[CH2:16][O:17][C:21]([C:6]2[C:1]([CH3:11])=[CH:2][CH:3]=[CH:4][CH:5]=2)=[O:22])=[O:8])=[CH:3][CH:4]=[CH:5][CH:6]=1, predict the reactants needed to synthesize it. (7) Given the product [CH2:8]([N:9]([CH2:10][CH3:11])[CH2:2][C:3]([OH:5])=[O:4])[CH3:7].[OH:6][CH2:7][CH2:8][N:9]1[C:14](=[O:15])[CH2:13][CH2:12][CH:11]([N:16]2[C:17](=[O:26])[C:18]3[C:23](=[CH:22][CH:21]=[CH:20][CH:19]=3)[C:24]2=[O:25])[C:10]1=[O:27], predict the reactants needed to synthesize it. The reactants are: Br[CH2:2][C:3]([OH:5])=[O:4].[OH:6][CH2:7][CH2:8][N:9]1[C:14](=[O:15])[CH2:13][CH2:12][CH:11]([N:16]2[C:24](=[O:25])[C:23]3[C:18](=[CH:19][CH:20]=[CH:21][CH:22]=3)[C:17]2=[O:26])[C:10]1=[O:27].C(=O)([O-])[O-].[K+].[K+].C(NCC)C.